From a dataset of Reaction yield outcomes from USPTO patents with 853,638 reactions. Predict the reaction yield, written as a fraction of the theoretical maximum amount of product (1.0 means a 100% yield; for example, 0.34 means a 34% yield). (1) The reactants are Cl.[NH:2]1[CH2:7][CH2:6][CH2:5][CH:4]([C:8]2[CH:23]=[CH:22][C:11]([O:12][C:13]3[CH:21]=[CH:20][C:16]([C:17]([NH2:19])=[O:18])=[CH:15][N:14]=3)=[CH:10][CH:9]=2)[CH2:3]1.[F:24][C:25]1[CH:32]=[CH:31][CH:30]=[CH:29][C:26]=1[CH:27]=O.[BH4-].[Na+]. No catalyst specified. The product is [F:24][C:25]1[CH:32]=[CH:31][CH:30]=[CH:29][C:26]=1[CH2:27][N:2]1[CH2:7][CH2:6][CH2:5][CH:4]([C:8]2[CH:9]=[CH:10][C:11]([O:12][C:13]3[CH:21]=[CH:20][C:16]([C:17]([NH2:19])=[O:18])=[CH:15][N:14]=3)=[CH:22][CH:23]=2)[CH2:3]1. The yield is 0.430. (2) The reactants are [CH3:1][N:2]([CH3:29])[C:3]1[CH:12]=[CH:11][CH:10]=[C:9]2[C:4]=1[CH:5]=[C:6]1[CH2:28][C:20]3([CH2:25][O:24]C(C)(C)[O:22][CH2:21]3)[CH2:19][C:7]1=[C:8]2[C:13](=[O:18])[C:14]([CH3:17])([CH3:16])[CH3:15].Cl. The catalyst is C1COCC1. The product is [CH3:29][N:2]([CH3:1])[C:3]1[CH:12]=[CH:11][CH:10]=[C:9]2[C:4]=1[CH:5]=[C:6]1[CH2:28][C:20]([CH2:21][OH:22])([CH2:25][OH:24])[CH2:19][C:7]1=[C:8]2[C:13](=[O:18])[C:14]([CH3:15])([CH3:17])[CH3:16]. The yield is 0.960. (3) The reactants are [N+:1]([C:4]1[CH:9]=[CH:8][C:7]([C:10]2[N:11]([CH2:20][CH2:21][N:22]3[CH2:27][CH2:26][CH2:25][CH2:24][CH2:23]3)[C:12]3[C:17]([CH:18]=2)=[CH:16][C:15]([NH2:19])=[CH:14][CH:13]=3)=[CH:6][CH:5]=1)([O-:3])=[O:2].C(O)C.I.CS[C:34]([C:36]1[S:37][CH:38]=[CH:39][CH:40]=1)=[NH:35].N. The catalyst is CO.C(OCC)C.C(Cl)Cl. The product is [N+:1]([C:4]1[CH:9]=[CH:8][C:7]([C:10]2[N:11]([CH2:20][CH2:21][N:22]3[CH2:23][CH2:24][CH2:25][CH2:26][CH2:27]3)[C:12]3[C:17]([CH:18]=2)=[CH:16][C:15]([NH:19][C:34]([C:36]2[S:37][CH:38]=[CH:39][CH:40]=2)=[NH:35])=[CH:14][CH:13]=3)=[CH:6][CH:5]=1)([O-:3])=[O:2]. The yield is 0.212. (4) The reactants are [F:1][C:2]([F:14])([F:13])[CH:3]([OH:12])[CH2:4][CH2:5][C:6]1[CH:11]=[CH:10][CH:9]=[CH:8][N:7]=1.[Si:15](Cl)([C:18]([CH3:21])([CH3:20])[CH3:19])([CH3:17])[CH3:16].N1C=CN=C1. The catalyst is ClCCl.CN(C)C1C=CN=CC=1. The product is [Si:15]([O:12][CH:3]([C:2]([F:1])([F:13])[F:14])[CH2:4][CH2:5][C:6]1[CH:11]=[CH:10][CH:9]=[CH:8][N:7]=1)([C:18]([CH3:21])([CH3:20])[CH3:19])([CH3:17])[CH3:16]. The yield is 0.890. (5) The reactants are [Br:1][C:2]1[CH:3]=[C:4]([C:9]2[N:13]([CH3:14])[N:12]=[C:11]([C:15](=[N:17][NH:18][C:19]([C:21]3[CH:30]=[CH:29][C:24]([C:25]([O:27]C)=[O:26])=[CH:23][CH:22]=3)=[O:20])[CH3:16])[C:10]=2[OH:31])[CH:5]=[CH:6][C:7]=1[F:8].CO.[OH-].[Na+].Cl. The catalyst is O. The product is [Br:1][C:2]1[CH:3]=[C:4]([C:9]2[N:13]([CH3:14])[N:12]=[C:11]([C:15](=[N:17][NH:18][C:19]([C:21]3[CH:22]=[CH:23][C:24]([C:25]([OH:27])=[O:26])=[CH:29][CH:30]=3)=[O:20])[CH3:16])[C:10]=2[OH:31])[CH:5]=[CH:6][C:7]=1[F:8]. The yield is 0.370. (6) The reactants are [Cl:1][C:2]1[CH:7]=[C:6]2[NH:8][C:9](=[O:40])[C:10]3([CH:15]([C:16]4[CH:21]=[CH:20][CH:19]=[C:18]([Cl:22])[CH:17]=4)[CH2:14][C:13](=[O:23])[NH:12][CH:11]3[C:24]3[CH:29]=[C:28](I)[CH:27]=[CH:26][C:25]=3[O:31][C:32]3[C:33]([CH3:39])=[N:34][N:35]([CH3:38])[C:36]=3[CH3:37])[C:5]2=[CH:4][CH:3]=1.C[Si]([C:45]#[CH:46])(C)C.C(N(CC)CC)C.[OH-].[Na+]. The catalyst is CN(C)C=O.CO.[Cu]I.Cl[Pd](Cl)([P](C1C=CC=CC=1)(C1C=CC=CC=1)C1C=CC=CC=1)[P](C1C=CC=CC=1)(C1C=CC=CC=1)C1C=CC=CC=1. The product is [Cl:1][C:2]1[CH:7]=[C:6]2[NH:8][C:9](=[O:40])[C:10]3([CH:15]([C:16]4[CH:21]=[CH:20][CH:19]=[C:18]([Cl:22])[CH:17]=4)[CH2:14][C:13](=[O:23])[NH:12][CH:11]3[C:24]3[CH:29]=[C:28]([C:45]#[CH:46])[CH:27]=[CH:26][C:25]=3[O:31][C:32]3[C:33]([CH3:39])=[N:34][N:35]([CH3:38])[C:36]=3[CH3:37])[C:5]2=[CH:4][CH:3]=1. The yield is 0.900.